From a dataset of Peptide-MHC class II binding affinity with 134,281 pairs from IEDB. Regression. Given a peptide amino acid sequence and an MHC pseudo amino acid sequence, predict their binding affinity value. This is MHC class II binding data. (1) The peptide sequence is TNCTTAMLKNLCFYS. The MHC is DRB1_0101 with pseudo-sequence DRB1_0101. The binding affinity (normalized) is 0.601. (2) The peptide sequence is GEIIRAATTSPAREN. The MHC is DRB1_0401 with pseudo-sequence DRB1_0401. The binding affinity (normalized) is 0.951.